Dataset: Human liver microsome stability data. Task: Regression/Classification. Given a drug SMILES string, predict its absorption, distribution, metabolism, or excretion properties. Task type varies by dataset: regression for continuous measurements (e.g., permeability, clearance, half-life) or binary classification for categorical outcomes (e.g., BBB penetration, CYP inhibition). Dataset: hlm. (1) The drug is CCNC(=O)c1ccc(NC2C3CC4CC(C3)CC2C4)c(NCc2ccncc2)c1. The result is 1 (stable in human liver microsomes). (2) The drug is O=c1oc2ccccc2c2oc3ccc(O)c(CN4CCCCC4)c3c12. The result is 1 (stable in human liver microsomes). (3) The molecule is CN1CCN(C(=O)c2ccc(/C=C3\SC(=S)N(c4cccc([N+](=O)[O-])c4)C3=O)cc2)CC1. The result is 1 (stable in human liver microsomes). (4) The result is 1 (stable in human liver microsomes). The molecule is O=c1c(-c2ccc(F)cc2)c2n(c(=O)n1CCCCN1CCCC(c3c[nH]c4ccc(F)cc34)C1)CCCC2. (5) The compound is O=C(NCC1(O)CCCCCC1)c1cc(-c2cc[nH]n2)ccc1Cl. The result is 1 (stable in human liver microsomes).